Predict the product of the given reaction. From a dataset of Forward reaction prediction with 1.9M reactions from USPTO patents (1976-2016). (1) Given the reactants C(=O)([O-])[O-].[Na+].[Na+].[CH3:7][CH:8]([C:11]1[CH:16]=[CH:15][C:14](B(O)O)=[CH:13][CH:12]=1)[CH2:9][CH3:10].Br[C:21]1[C:22]([NH2:27])=[N:23][CH:24]=[CH:25][CH:26]=1, predict the reaction product. The product is: [CH3:7][CH:8]([C:11]1[CH:16]=[CH:15][C:14]([C:21]2[C:22]([NH2:27])=[N:23][CH:24]=[CH:25][CH:26]=2)=[CH:13][CH:12]=1)[CH2:9][CH3:10]. (2) Given the reactants C1N2CCN(CC2)C1.[Br:9][C:10]1[CH:17]=[CH:16][C:15]([F:18])=[CH:14][C:11]=1[CH:12]=[O:13].CN(C=O)C.[C:24]([O:28][C:29]([CH3:32])([CH3:31])[CH3:30])(=[O:27])[CH:25]=[CH2:26], predict the reaction product. The product is: [Br:9][C:10]1[CH:17]=[CH:16][C:15]([F:18])=[CH:14][C:11]=1[CH:12]([OH:13])[C:25](=[CH2:26])[C:24]([O:28][C:29]([CH3:32])([CH3:31])[CH3:30])=[O:27]. (3) Given the reactants [N:1]([CH:4]([CH3:17])[CH2:5][C:6]1[CH:7]=[C:8]2[C:12](=[C:13]([C:15]#[N:16])[CH:14]=1)[NH:11][CH2:10][CH2:9]2)=[N+:2]=[N-:3].OO.[OH-].[Na+].C(O)(=[O:24])C, predict the reaction product. The product is: [N:1]([CH:4]([CH3:17])[CH2:5][C:6]1[CH:7]=[C:8]2[C:12](=[C:13]([C:15]([NH2:16])=[O:24])[CH:14]=1)[NH:11][CH2:10][CH2:9]2)=[N+:2]=[N-:3]. (4) Given the reactants [ClH:1].C([N:15]1[CH2:23][C:22]2[C:17](=[N:18][CH:19]=[C:20]([C:24]([F:27])([F:26])[F:25])[CH:21]=2)[CH2:16]1)(C1C=CC=CC=1)C1C=CC=CC=1.[H][H], predict the reaction product. The product is: [Cl-:1].[F:27][C:24]([F:25])([F:26])[C:20]1[CH:21]=[C:22]2[CH2:23][NH2+:15][CH2:16][C:17]2=[N:18][CH:19]=1. (5) Given the reactants [F:1][C:2]1[CH:3]=[C:4]([C:12]2[C:13]3[CH:20]([CH2:21][C:22]([OH:24])=[O:23])[CH2:19][CH2:18][C:14]=3[CH:15]=[N:16][CH:17]=2)[CH:5]=[CH:6][C:7]=1[C:8]([F:11])([F:10])[F:9].F[C:26]1C=C(C2C3CCC(CC(O)=O)C=3C=NC=2)C=C[C:31]=1C(F)(F)F.C(N(CC)C(C)C)(C)C.CN(C(ON1N=NC2C=CC=NC1=2)=[N+](C)C)C.F[P-](F)(F)(F)(F)F, predict the reaction product. The product is: [F:1][C:2]1[CH:3]=[C:4]([C:12]2[C:13]3[CH:20]([CH2:21][C:22]([O:24][CH2:26][CH3:31])=[O:23])[CH2:19][CH2:18][C:14]=3[CH:15]=[N:16][CH:17]=2)[CH:5]=[CH:6][C:7]=1[C:8]([F:10])([F:9])[F:11]. (6) Given the reactants [CH2:1]([S:3]([NH:6][CH2:7][C:8]1[CH:13]=[CH:12][C:11]([CH:14]([CH3:20])[C:15]([O:17]CC)=[O:16])=[CH:10][C:9]=1[F:21])(=[O:5])=[O:4])[CH3:2].C(O)(C(F)(F)F)=O, predict the reaction product. The product is: [CH2:1]([S:3]([NH:6][CH2:7][C:8]1[CH:13]=[CH:12][C:11]([CH:14]([CH3:20])[C:15]([OH:17])=[O:16])=[CH:10][C:9]=1[F:21])(=[O:5])=[O:4])[CH3:2]. (7) Given the reactants Br[C:2]1[C:13]2[CH2:12][CH2:11][CH2:10][C:9]=2[CH:8]=[C:7]2[C:3]=1[CH2:4][CH:5]([CH3:15])[C:6]2=[O:14].[CH3:16][C:17]1[CH:22]=[CH:21][C:20]([CH3:23])=[CH:19][C:18]=1B(O)O.[OH-].[K+].C1(P(C2C=CC=CC=2)C2C=CC=CC=2)C=CC=CC=1, predict the reaction product. The product is: [CH3:15][CH:5]1[CH2:4][C:3]2[C:7](=[CH:8][C:9]3[CH2:10][CH2:11][CH2:12][C:13]=3[C:2]=2[C:18]2[CH:19]=[C:20]([CH3:23])[CH:21]=[CH:22][C:17]=2[CH3:16])[C:6]1=[O:14]. (8) Given the reactants [BH4-].[Na+].[CH3:3][O:4][C:5](=[O:23])[CH2:6][CH2:7][CH2:8][O:9][C:10]1[CH:15]=[C:14]([N+:16]([O-:18])=[O:17])[C:13]([CH:19]=[O:20])=[CH:12][C:11]=1[O:21][CH3:22].CCOC(C)=O, predict the reaction product. The product is: [CH3:3][O:4][C:5](=[O:23])[CH2:6][CH2:7][CH2:8][O:9][C:10]1[CH:15]=[C:14]([N+:16]([O-:18])=[O:17])[C:13]([CH2:19][OH:20])=[CH:12][C:11]=1[O:21][CH3:22]. (9) Given the reactants C([SiH](CC)CC)C.[CH3:8][O:9][C:10](=[O:40])[C:11]([C:13]1[C:21]2[C:16](=[C:17]([Cl:22])[CH:18]=[CH:19][CH:20]=2)[NH:15][C:14]=1[C:23]1[CH:28]=[CH:27][C:26]([Cl:29])=[C:25]([S:30](=[O:39])(=[O:38])[NH:31][CH:32]2[CH2:37][CH2:36][CH2:35][CH2:34][CH2:33]2)[CH:24]=1)=O, predict the reaction product. The product is: [CH3:8][O:9][C:10](=[O:40])[CH2:11][C:13]1[C:21]2[C:16](=[C:17]([Cl:22])[CH:18]=[CH:19][CH:20]=2)[NH:15][C:14]=1[C:23]1[CH:28]=[CH:27][C:26]([Cl:29])=[C:25]([S:30](=[O:38])(=[O:39])[NH:31][CH:32]2[CH2:37][CH2:36][CH2:35][CH2:34][CH2:33]2)[CH:24]=1. (10) Given the reactants Br[C:2]1[S:3][CH:4]=[C:5]([Br:7])[N:6]=1.[CH3:8][O:9][C:10]([CH:12]1[CH2:17][CH2:16][NH:15][CH2:14][CH2:13]1)=[O:11].C(N(CC)C(C)C)(C)C, predict the reaction product. The product is: [Br:7][C:5]1[N:6]=[C:2]([N:15]2[CH2:16][CH2:17][CH:12]([C:10]([O:9][CH3:8])=[O:11])[CH2:13][CH2:14]2)[S:3][CH:4]=1.